Dataset: Forward reaction prediction with 1.9M reactions from USPTO patents (1976-2016). Task: Predict the product of the given reaction. The product is: [CH3:35][O:34][C:32](=[O:33])[CH2:31][N:30]([CH3:29])[C:25]([C:5]1[CH:4]=[N:3][N:2]([CH3:1])[C:6]=1[C:7](=[O:24])[NH:8][C:9]1[CH:14]=[CH:13][N:12]2[N:15]=[C:16]([C:18]3[CH:23]=[CH:22][CH:21]=[CH:20][CH:19]=3)[N:17]=[C:11]2[CH:10]=1)=[O:26]. Given the reactants [CH3:1][N:2]1[C:6]([C:7](=[O:24])[NH:8][C:9]2[CH:14]=[CH:13][N:12]3[N:15]=[C:16]([C:18]4[CH:23]=[CH:22][CH:21]=[CH:20][CH:19]=4)[N:17]=[C:11]3[CH:10]=2)=[C:5]([C:25](Cl)=[O:26])[CH:4]=[N:3]1.Cl.[CH3:29][NH:30][CH2:31][C:32]([O:34][CH3:35])=[O:33], predict the reaction product.